This data is from Catalyst prediction with 721,799 reactions and 888 catalyst types from USPTO. The task is: Predict which catalyst facilitates the given reaction. (1) Reactant: [CH3:1][C:2]([CH3:31])([CH3:30])[C:3]([C:5]1[C:13]2[C:8](=[N:9][CH:10]=[C:11]([N:14]([CH3:21])[C:15]3[CH:20]=[CH:19][CH:18]=[CH:17][CH:16]=3)[N:12]=2)[N:7](COCC[Si](C)(C)C)[CH:6]=1)=[O:4].O.O.O.C([O-])(=O)C.[Na+]. Product: [CH3:1][C:2]([CH3:31])([CH3:30])[C:3]([C:5]1[C:13]2[C:8](=[N:9][CH:10]=[C:11]([N:14]([CH3:21])[C:15]3[CH:20]=[CH:19][CH:18]=[CH:17][CH:16]=3)[N:12]=2)[NH:7][CH:6]=1)=[O:4]. The catalyst class is: 281. (2) Reactant: [CH2:1]([CH:3]1[CH:20]([OH:21])[CH:19]([CH3:22])[CH:18]=[C:17]([CH3:23])[CH:16]=[C:15]([O:24][CH3:25])[C:14](=[O:26])[O:13][CH:12]([CH:27]([CH:29]([OH:48])[CH:30]([CH3:47])/[C:31](=[N:41]\[O:42][CH2:43][C:44](O)=[O:45])/[CH:32]=[CH:33]/[CH:34]([CH3:40])[CH:35]([OH:39])/[CH:36]=[CH:37]/[CH3:38])[CH3:28])[CH:11]([O:49][CH3:50])[CH:10]=[CH:9][CH:8]=[C:7]([CH3:51])[CH2:6][CH:5]([CH3:52])[CH:4]1[OH:53])[CH3:2].C1C=CC2N(O)N=NC=2C=1.[F:64][C:65]1[CH:72]=[CH:71][C:68]([CH2:69][NH2:70])=[CH:67][CH:66]=1.O. Product: [CH2:1]([CH:3]1[CH:20]([OH:21])[CH:19]([CH3:22])[CH:18]=[C:17]([CH3:23])[CH:16]=[C:15]([O:24][CH3:25])[C:14](=[O:26])[O:13][CH:12]([CH:27]([CH:29]([OH:48])[CH:30]([CH3:47])/[C:31](=[N:41]\[O:42][CH2:43][C:44]([NH:70][CH2:69][C:68]2[CH:71]=[CH:72][C:65]([F:64])=[CH:66][CH:67]=2)=[O:45])/[CH:32]=[CH:33]/[CH:34]([CH3:40])[CH:35]([OH:39])/[CH:36]=[CH:37]/[CH3:38])[CH3:28])[CH:11]([O:49][CH3:50])[CH:10]=[CH:9][CH:8]=[C:7]([CH3:51])[CH2:6][CH:5]([CH3:52])[CH:4]1[OH:53])[CH3:2]. The catalyst class is: 4. (3) Product: [CH3:27][C:20](=[CH2:19])[CH2:21][O:22][CH:23]1[CH2:26][N:25]([C:15](=[O:17])/[CH:14]=[CH:13]/[C:8]2[CH:7]=[C:6]3[C:11](=[N:10][CH:9]=2)[NH:12][C:3](=[O:2])[CH2:4][CH2:5]3)[CH2:24]1. Reactant: Cl.[O:2]=[C:3]1[NH:12][C:11]2[N:10]=[CH:9][C:8](/[CH:13]=[CH:14]/[C:15]([OH:17])=O)=[CH:7][C:6]=2[CH2:5][CH2:4]1.Cl.[CH3:19][C:20](=[CH2:27])[CH2:21][O:22][CH:23]1[CH2:26][NH:25][CH2:24]1.CCN(C(C)C)C(C)C.CCN=C=NCCCN(C)C. The catalyst class is: 241. (4) Reactant: [F:1][C:2]1([F:26])[CH2:7][CH2:6][N:5]([C:8]([C:10]2[NH:11][C:12]3[C:17]([CH:18]=2)=[CH:16][C:15]([O:19][CH:20]2[CH2:25][CH2:24][NH:23][CH2:22][CH2:21]2)=[CH:14][CH:13]=3)=[O:9])[CH2:4][CH2:3]1.C(O)(=O)C.[C:31]1(=O)[CH2:34][CH2:33][CH2:32]1.C(O[BH3-])(=O)C.[Na+]. Product: [CH:31]1([N:23]2[CH2:24][CH2:25][CH:20]([O:19][C:15]3[CH:16]=[C:17]4[C:12](=[CH:13][CH:14]=3)[NH:11][C:10]([C:8]([N:5]3[CH2:6][CH2:7][C:2]([F:1])([F:26])[CH2:3][CH2:4]3)=[O:9])=[CH:18]4)[CH2:21][CH2:22]2)[CH2:34][CH2:33][CH2:32]1. The catalyst class is: 253. (5) Reactant: C(OC(=O)[NH:7][C:8]1[CH:13]=[CH:12][C:11]([NH:14][C:15](=[O:38])[C@@H:16]([NH:24][C:25](=[O:37])[C:26]2[CH:31]=[CH:30][C:29]([C:32]3[NH:36][N:35]=[N:34][N:33]=3)=[CH:28][CH:27]=2)[CH2:17][C:18]2[CH:23]=[CH:22][CH:21]=[CH:20][CH:19]=2)=[CH:10][CH:9]=1)(C)(C)C.C(O)(C(F)(F)F)=O. Product: [NH2:7][C:8]1[CH:9]=[CH:10][C:11]([NH:14][C:15]([C@@H:16]([NH:24][C:25](=[O:37])[C:26]2[CH:31]=[CH:30][C:29]([C:32]3[NH:36][N:35]=[N:34][N:33]=3)=[CH:28][CH:27]=2)[CH2:17][C:18]2[CH:19]=[CH:20][CH:21]=[CH:22][CH:23]=2)=[O:38])=[CH:12][CH:13]=1. The catalyst class is: 2.